This data is from Full USPTO retrosynthesis dataset with 1.9M reactions from patents (1976-2016). The task is: Predict the reactants needed to synthesize the given product. (1) The reactants are: C([Li])CCC.Br[C:7]1[C:12]([O:13][CH3:14])=[CH:11][C:10]([CH2:15][O:16][CH3:17])=[CH:9][C:8]=1[O:18][CH3:19].C[O:21][B:22]([O:25]C)[O:23]C.[Cl-].[NH4+]. Given the product [CH3:19][O:18][C:8]1[CH:9]=[C:10]([CH2:15][O:16][CH3:17])[CH:11]=[C:12]([O:13][CH3:14])[C:7]=1[O:21][B:22]([OH:25])[OH:23], predict the reactants needed to synthesize it. (2) Given the product [CH:17]([C:15]1[NH:14][N:13]=[C:12]([NH:11][C:4]2[C:5]3[CH2:10][CH2:9][CH2:8][C:6]=3[N:7]=[C:2]([N:20]3[CH2:27][CH2:26][CH2:25][CH:21]3[C:22]([OH:24])=[O:23])[N:3]=2)[CH:16]=1)([CH3:19])[CH3:18], predict the reactants needed to synthesize it. The reactants are: Cl[C:2]1[N:3]=[C:4]([NH:11][C:12]2[CH:16]=[C:15]([CH:17]([CH3:19])[CH3:18])[NH:14][N:13]=2)[C:5]2[CH2:10][CH2:9][CH2:8][C:6]=2[N:7]=1.[NH:20]1[CH2:27][CH2:26][CH2:25][C@H:21]1[C:22]([OH:24])=[O:23].[OH-].[Na+].C(N(CC)C(C)C)(C)C. (3) Given the product [BrH:22].[Br:22][CH:12]1[CH2:13][N:8]([CH2:1][C:2]2[CH:3]=[CH:4][CH:5]=[CH:6][CH:7]=2)[CH2:9][CH:10]([C:15]2[CH:20]=[CH:19][CH:18]=[CH:17][C:16]=2[Cl:21])[C:11]1=[O:14], predict the reactants needed to synthesize it. The reactants are: [CH2:1]([N:8]1[CH2:13][CH2:12][C:11](=[O:14])[CH:10]([C:15]2[CH:20]=[CH:19][CH:18]=[CH:17][C:16]=2[Cl:21])[CH2:9]1)[C:2]1[CH:7]=[CH:6][CH:5]=[CH:4][CH:3]=1.[Br:22]Br. (4) Given the product [NH2:1][C:2]1[C:7]([F:8])=[C:6]([Cl:9])[N:5]=[C:4]([C:10]([O:12][CH3:13])=[O:11])[C:3]=1[I:14], predict the reactants needed to synthesize it. The reactants are: [NH2:1][C:2]1[C:7]([F:8])=[C:6]([Cl:9])[N:5]=[C:4]([C:10]([O:12][CH3:13])=[O:11])[CH:3]=1.[I:14](O)(=O)(=O)=O.II. (5) The reactants are: [CH3:1][O:2][C:3](=[O:15])[CH2:4][N:5]1[C:13]2[C:8](=[CH:9][C:10]([OH:14])=[CH:11][CH:12]=2)[CH:7]=[CH:6]1.[Br:16][CH2:17][CH2:18][CH2:19]Br.C([O-])([O-])=O.[Cs+].[Cs+]. Given the product [CH3:1][O:2][C:3](=[O:15])[CH2:4][N:5]1[C:13]2[C:8](=[CH:9][C:10]([O:14][CH2:19][CH2:18][CH2:17][Br:16])=[CH:11][CH:12]=2)[CH:7]=[CH:6]1, predict the reactants needed to synthesize it. (6) Given the product [CH2:7]([C:9]1[CH:19]=[CH:18][C:12](/[CH:13]=[CH:14]/[CH2:15][OH:16])=[CH:11][CH:10]=1)[CH3:8], predict the reactants needed to synthesize it. The reactants are: ClC(OCC)=O.[CH2:7]([C:9]1[CH:19]=[CH:18][C:12]([CH:13]=[CH:14][C:15](O)=[O:16])=[CH:11][CH:10]=1)[CH3:8].C(N(CC)CC)C.[BH4-].[Na+].Cl.